From a dataset of Full USPTO retrosynthesis dataset with 1.9M reactions from patents (1976-2016). Predict the reactants needed to synthesize the given product. (1) Given the product [ClH:43].[ClH:43].[O:15]1[CH2:20][CH2:19][CH:18]([N:1]2[CH2:2][CH2:3][CH:4]([NH2:7])[CH2:5][CH2:6]2)[CH2:17][CH2:16]1, predict the reactants needed to synthesize it. The reactants are: [NH:1]1[CH2:6][CH2:5][CH:4]([NH:7]C(=O)OC(C)(C)C)[CH2:3][CH2:2]1.[O:15]1[CH2:20][CH2:19][C:18](=O)[CH2:17][CH2:16]1.C(O[BH-](OC(=O)C)OC(=O)C)(=O)C.[Na+].C(=O)([O-])[O-].[K+].[K+].C(Cl)[Cl:43]. (2) Given the product [Cl:6][C:1]1[C:2](=[O:3])[N:19]([CH2:20][C:21]([F:26])([F:27])[C:22]([F:23])([F:24])[F:25])[C:16]([C:9]2[C:8]([F:7])=[CH:13][C:12]([F:14])=[CH:11][C:10]=2[F:15])=[C:17]([Cl:28])[N:18]=1, predict the reactants needed to synthesize it. The reactants are: [C:1]([Cl:6])(=O)[C:2](Cl)=[O:3].[F:7][C:8]1[CH:13]=[C:12]([F:14])[CH:11]=[C:10]([F:15])[C:9]=1[CH:16]([NH:19][CH2:20][C:21]([F:27])([F:26])[C:22]([F:25])([F:24])[F:23])[C:17]#[N:18].[Cl:28]C1C=CC=CC=1.